Dataset: Full USPTO retrosynthesis dataset with 1.9M reactions from patents (1976-2016). Task: Predict the reactants needed to synthesize the given product. (1) Given the product [O:10]=[S:11]1(=[O:21])[CH:15]=[CH:14][C:13]2[CH:16]=[CH:17][C:18]([NH:20][C:7]([C:2]3[CH:3]=[CH:4][CH:5]=[CH:6][N:1]=3)=[O:9])=[CH:19][C:12]1=2, predict the reactants needed to synthesize it. The reactants are: [N:1]1[CH:6]=[CH:5][CH:4]=[CH:3][C:2]=1[C:7]([OH:9])=O.[O:10]=[S:11]1(=[O:21])[CH:15]=[CH:14][C:13]2[CH:16]=[CH:17][C:18]([NH2:20])=[CH:19][C:12]1=2.CCN(C(C)C)C(C)C.CN(C(ON1N=NC2C=CC=CC1=2)=[N+](C)C)C.F[P-](F)(F)(F)(F)F. (2) Given the product [CH2:1]([S:8]([N:11]1[CH2:16][CH2:15][CH:14]([CH2:17][N:18]2[C:26]3[C:21](=[N:22][C:23]([C:27]4[CH:28]=[N:29][NH:30][CH:31]=4)=[CH:24][CH:25]=3)[CH:20]=[CH:19]2)[CH2:13][CH2:12]1)(=[O:10])=[O:9])[C:2]1[CH:3]=[CH:4][CH:5]=[CH:6][CH:7]=1, predict the reactants needed to synthesize it. The reactants are: [CH2:1]([S:8]([N:11]1[CH2:16][CH2:15][CH:14]([CH2:17][N:18]2[C:26]3[C:21](=[N:22][C:23]([C:27]4[CH:28]=[N:29][N:30](C5CCCCO5)[CH:31]=4)=[CH:24][CH:25]=3)[CH:20]=[CH:19]2)[CH2:13][CH2:12]1)(=[O:10])=[O:9])[C:2]1[CH:7]=[CH:6][CH:5]=[CH:4][CH:3]=1.O.C1(C)C=CC(S(O)(=O)=O)=CC=1.